This data is from Reaction yield outcomes from USPTO patents with 853,638 reactions. The task is: Predict the reaction yield, written as a fraction of the theoretical maximum amount of product (1.0 means a 100% yield; for example, 0.34 means a 34% yield). (1) The reactants are [Cl:1][C:2]1[CH:3]=[C:4]([C:9]([N:11]2[C:19]3[C:14](=[CH:15][CH:16]=[CH:17][CH:18]=3)[CH2:13][CH2:12]2)=[O:10])[CH:5]=[CH:6][C:7]=1[Cl:8].CC(O)=O.[Br:24]Br.OS([O-])=O.[Na+]. The catalyst is O. The product is [Br:24][C:16]1[CH:15]=[C:14]2[C:19](=[CH:18][CH:17]=1)[N:11]([C:9]([C:4]1[CH:5]=[CH:6][C:7]([Cl:8])=[C:2]([Cl:1])[CH:3]=1)=[O:10])[CH2:12][CH2:13]2. The yield is 1.00. (2) The reactants are Cl[CH2:2][C:3]1[O:7][C:6]([C:8]2[CH:13]=[CH:12][C:11]([C:14]([F:17])([F:16])[F:15])=[CH:10][CH:9]=2)=[N:5][C:4]=1[CH3:18].C([O-])([O-])=O.[Cs+].[Cs+].[CH2:25]([O:27][C:28](=[O:39])[CH2:29][O:30][C:31]1[CH:36]=[CH:35][C:34]([SH:37])=[CH:33][C:32]=1[CH3:38])[CH3:26].O. The catalyst is C(#N)C. The product is [CH2:25]([O:27][C:28](=[O:39])[CH2:29][O:30][C:31]1[CH:36]=[CH:35][C:34]([S:37][CH2:2][C:3]2[O:7][C:6]([C:8]3[CH:13]=[CH:12][C:11]([C:14]([F:17])([F:16])[F:15])=[CH:10][CH:9]=3)=[N:5][C:4]=2[CH3:18])=[CH:33][C:32]=1[CH3:38])[CH3:26]. The yield is 0.790.